This data is from Catalyst prediction with 721,799 reactions and 888 catalyst types from USPTO. The task is: Predict which catalyst facilitates the given reaction. (1) Reactant: [CH3:1][C:2]1([CH3:16])[C:10]2[C:5](=[CH:6][C:7]([N+:13]([O-:15])=[O:14])=[C:8]([O:11][CH3:12])[CH:9]=2)[NH:4][CH2:3]1.[CH3:17][CH2:18][N:19]([CH:23](C)C)[CH:20](C)C.BrCC(Cl)=[O:29].CNC.C(=O)(O)[O-].[Na+]. Product: [CH3:1][C:2]1([CH3:16])[C:10]2[C:5](=[CH:6][C:7]([N+:13]([O-:15])=[O:14])=[C:8]([O:11][CH3:12])[CH:9]=2)[N:4]([C:17](=[O:29])[CH2:18][N:19]([CH3:23])[CH3:20])[CH2:3]1. The catalyst class is: 7. (2) Reactant: [CH2:1]([NH:3][CH2:4][CH3:5])[CH3:2].[Cl:6]([O-:10])(=[O:9])(=[O:8])=[O:7].[CH3:11][N:12]([C+:14]([N:16]([CH3:18])[CH3:17])Cl)[CH3:13]. Product: [Cl:6]([O-:10])(=[O:9])(=[O:8])=[O:7].[CH3:11][N:12]([CH3:13])[C:14]([N:16]([CH3:18])[CH3:17])=[N+:3]([CH2:4][CH3:5])[CH2:1][CH3:2]. The catalyst class is: 6. (3) Reactant: [Cl:1][C:2]1[CH:7]=[CH:6][C:5]([CH:8]([CH2:13][C:14]2[CH:19]=[CH:18][C:17]([Cl:20])=[CH:16][CH:15]=2)[C:9]([CH3:12])(O)[CH3:10])=[CH:4][CH:3]=1.[Cl:21][CH2:22][C:23]#[N:24].S(=O)(=O)(O)[OH:26]. Product: [Cl:1][C:2]1[CH:7]=[CH:6][C:5]([CH:8]([CH2:13][C:14]2[CH:19]=[CH:18][C:17]([Cl:20])=[CH:16][CH:15]=2)[C:9]([NH:24][C:23](=[O:26])[CH2:22][Cl:21])([CH3:12])[CH3:10])=[CH:4][CH:3]=1. The catalyst class is: 15. (4) Reactant: [OH:1][C:2]1[CH:7]=[CH:6][C:5]([SH:8])=[CH:4][CH:3]=1.CC(C)([O-])C.[K+].Cl[CH2:16][CH2:17][CH2:18][OH:19]. Product: [OH:19][CH2:18][CH2:17][CH2:16][S:8][C:5]1[CH:6]=[CH:7][C:2]([OH:1])=[CH:3][CH:4]=1. The catalyst class is: 8. (5) The catalyst class is: 10. Reactant: [Cl:1][C:2]1[C:7]([C:8]([O:10][CH2:11][CH3:12])=[O:9])=[CH:6][C:5]([F:13])=[C:4](Cl)[N:3]=1.[CH2:15]([N:17](CC)[CH2:18][CH3:19])[CH3:16].N1CCCC1. Product: [Cl:1][C:2]1[C:7]([C:8]([O:10][CH2:11][CH3:12])=[O:9])=[CH:6][C:5]([F:13])=[C:4]([N:17]2[CH2:18][CH2:19][CH2:16][CH2:15]2)[N:3]=1. (6) The catalyst class is: 6. Reactant: [CH:1]1[CH:6]=[C:5]([CH2:7][C:8]([O-:10])=[O:9])[C:4]([NH:11][C:12]2[C:17]([Cl:18])=[CH:16][CH:15]=[CH:14][C:13]=2[Cl:19])=[CH:3][CH:2]=1.[Na+:20].[CH:21]1[N:25]([CH2:26][O:27][CH2:28][CH2:29][OH:30])[C:24]2[N:31]=[C:32]([NH2:36])[N:33]=[C:34]([OH:35])[C:23]=2[N:22]=1. Product: [CH:21]1[N:25]([CH2:26][O:27][CH2:28][CH2:29][OH:30])[C:24]2[N:31]=[C:32]([NH2:36])[N:33]=[C:34]([OH:35])[C:23]=2[N:22]=1.[CH:1]1[CH:6]=[C:5]([CH2:7][C:8]([O-:10])=[O:9])[C:4]([NH:11][C:12]2[C:13]([Cl:19])=[CH:14][CH:15]=[CH:16][C:17]=2[Cl:18])=[CH:3][CH:2]=1.[Na+:20]. (7) Reactant: [Cl:1][C:2]1[CH:7]=[CH:6][CH:5]=[CH:4][C:3]=1[C:8]1[C:9]([OH:15])=[CH:10][CH:11]=[CH:12][C:13]=1[Cl:14].[H-].[Na+].[CH2:18](Br)[CH:19]=[CH2:20]. Product: [CH2:20]([O:15][C:9]1[CH:10]=[CH:11][CH:12]=[C:13]([Cl:14])[C:8]=1[C:3]1[CH:4]=[CH:5][CH:6]=[CH:7][C:2]=1[Cl:1])[CH:19]=[CH2:18]. The catalyst class is: 3.